Task: Predict the reaction yield, written as a fraction of the theoretical maximum amount of product (1.0 means a 100% yield; for example, 0.34 means a 34% yield).. Dataset: Reaction yield outcomes from USPTO patents with 853,638 reactions (1) The reactants are [F:1][CH:2]([F:12])[CH2:3][NH:4][C:5]1[C:6]([NH2:11])=[CH:7][CH:8]=[CH:9][CH:10]=1.[Cl:13][C:14]1[CH:19]=[CH:18][C:17]([C:20](=O)[C:21](O)=[O:22])=[CH:16][CH:15]=1. The catalyst is CO. The product is [Cl:13][C:14]1[CH:19]=[CH:18][C:17]([C:20]2[C:21](=[O:22])[N:4]([CH2:3][CH:2]([F:12])[F:1])[C:5]3[C:6]([N:11]=2)=[CH:7][CH:8]=[CH:9][CH:10]=3)=[CH:16][CH:15]=1. The yield is 0.320. (2) The reactants are OC(C(F)(F)F)=O.[CH:8]([N:11]1[C:15]([C:16]2[S:17][C:18]3[CH2:19][CH2:20][O:21][C:22]4[CH:29]=[C:28]([CH:30]5[CH2:35][CH2:34][NH:33][CH2:32][CH2:31]5)[CH:27]=[CH:26][C:23]=4[C:24]=3[N:25]=2)=[N:14][CH:13]=[N:12]1)([CH3:10])[CH3:9].C(=O)([O-])[O-].[K+].[K+].Cl[CH2:43][C:44]([N:46]([CH3:48])[CH3:47])=[O:45]. The catalyst is C1COCC1.C(Cl)Cl.O. The product is [CH:8]([N:11]1[C:15]([C:16]2[S:17][C:18]3[CH2:19][CH2:20][O:21][C:22]4[CH:29]=[C:28]([CH:30]5[CH2:35][CH2:34][N:33]([CH2:43][C:44]([N:46]([CH3:48])[CH3:47])=[O:45])[CH2:32][CH2:31]5)[CH:27]=[CH:26][C:23]=4[C:24]=3[N:25]=2)=[N:14][CH:13]=[N:12]1)([CH3:10])[CH3:9]. The yield is 0.430. (3) The reactants are Br[C:2]1[CH:7]=[C:6]([F:8])[C:5]([F:9])=[C:4]([F:10])[CH:3]=1.[C:11](=[N:24][NH2:25])([C:18]1[CH:23]=[CH:22][CH:21]=[CH:20][CH:19]=1)[C:12]1[CH:17]=[CH:16][CH:15]=[CH:14][CH:13]=1.C([O-])(=O)C.[Cs+]. The catalyst is C1(C)C=CC=CC=1.CC([O-])=O.CC([O-])=O.[Pd+2].C1(P([C-]2C=CC=C2)C2C=CC=CC=2)C=CC=CC=1.[C-]1(P(C2C=CC=CC=2)C2C=CC=CC=2)C=CC=C1.[Fe+2]. The product is [F:10][C:4]1[CH:3]=[C:2]([NH:25][N:24]=[C:11]([C:12]2[CH:17]=[CH:16][CH:15]=[CH:14][CH:13]=2)[C:18]2[CH:23]=[CH:22][CH:21]=[CH:20][CH:19]=2)[CH:7]=[C:6]([F:8])[C:5]=1[F:9]. The yield is 0.640. (4) The reactants are [CH3:1][O:2][C:3](=[O:30])[CH2:4][CH:5]([N:19]1[CH2:27][C:26]2[C:21](=[C:22]([NH2:28])[CH:23]=[CH:24][CH:25]=2)[C:20]1=[O:29])[C:6]1[CH:11]=[CH:10][C:9]([O:12][CH:13]([F:15])[F:14])=[C:8]([O:16][CH2:17][CH3:18])[CH:7]=1.[C:31](Cl)(=[O:33])[CH3:32]. The catalyst is C1COCC1. The product is [CH3:1][O:2][C:3](=[O:30])[CH2:4][CH:5]([N:19]1[CH2:27][C:26]2[C:21](=[C:22]([NH:28][C:31](=[O:33])[CH3:32])[CH:23]=[CH:24][CH:25]=2)[C:20]1=[O:29])[C:6]1[CH:11]=[CH:10][C:9]([O:12][CH:13]([F:15])[F:14])=[C:8]([O:16][CH2:17][CH3:18])[CH:7]=1. The yield is 0.810. (5) The yield is 0.600. The reactants are C[O:2][C:3]([C:5]1[N:6]([CH2:31][CH:32]=O)[CH:7]=[C:8]([C:20](=[O:30])[NH:21][CH2:22][C:23]2[CH:28]=[CH:27][C:26]([F:29])=[CH:25][CH:24]=2)[C:9](=[O:19])[C:10]=1[O:11][CH2:12][C:13]1[CH:18]=[CH:17][CH:16]=[CH:15][CH:14]=1)=O.[NH2:34][C@H:35]([CH3:43])[CH2:36][CH2:37][NH:38][CH2:39][CH:40]([CH3:42])[CH3:41].C(O)(=O)C. The product is [F:29][C:26]1[CH:25]=[CH:24][C:23]([CH2:22][NH:21][C:20]([C:8]2[C:9](=[O:19])[C:10]([O:11][CH2:12][C:13]3[CH:18]=[CH:17][CH:16]=[CH:15][CH:14]=3)=[C:5]3[C:3](=[O:2])[N:34]4[C@H:35]([CH3:43])[CH2:36][CH2:37][N:38]([CH2:39][CH:40]([CH3:42])[CH3:41])[C@H:32]4[CH2:31][N:6]3[CH:7]=2)=[O:30])=[CH:28][CH:27]=1. The catalyst is ClCCl. (6) The reactants are [NH2:1][C:2]1[CH:36]=[CH:35][C:5]([O:6][C:7]2[CH:12]=[CH:11][N:10]=[C:9]3[CH:13]=[C:14]([C:16]4[N:17]=[CH:18][N:19]([CH2:21][CH2:22][N:23]([CH2:31][CH2:32][O:33][CH3:34])[C:24](=[O:30])[O:25][C:26]([CH3:29])([CH3:28])[CH3:27])[CH:20]=4)[S:15][C:8]=23)=[C:4]([F:37])[CH:3]=1.[N:38]1[CH:43]=[CH:42][CH:41]=C[CH:39]=1.ClC(OC1C=CC=CC=1)=[O:46].C1(N)CC1. The catalyst is CN(C=O)C.O. The product is [CH:43]1([NH:38][C:39](=[O:46])[NH:1][C:2]2[CH:36]=[CH:35][C:5]([O:6][C:7]3[CH:12]=[CH:11][N:10]=[C:9]4[CH:13]=[C:14]([C:16]5[N:17]=[CH:18][N:19]([CH2:21][CH2:22][N:23]([CH2:31][CH2:32][O:33][CH3:34])[C:24](=[O:30])[O:25][C:26]([CH3:28])([CH3:29])[CH3:27])[CH:20]=5)[S:15][C:8]=34)=[C:4]([F:37])[CH:3]=2)[CH2:41][CH2:42]1. The yield is 0.720. (7) The reactants are [C:1]([O:5][C:6](=[O:16])[CH2:7]/[N:8]=[CH:9]/[CH:10]1[CH2:15][CH2:14][CH2:13][CH2:12][CH2:11]1)([CH3:4])([CH3:3])[CH3:2].[Cl:17][C:18]1[CH:19]=[C:20](/[CH:24]=[C:25](/[C:28]2[CH:33]=[CH:32][C:31]([Cl:34])=[CH:30][CH:29]=2)\[C:26]#[N:27])[CH:21]=[CH:22][CH:23]=1.C(N(CC)CC)C. The catalyst is ClCCl. The product is [C:1]([O:5][C:6]([CH:7]1[CH:24]([C:20]2[CH:21]=[CH:22][CH:23]=[C:18]([Cl:17])[CH:19]=2)[C:25]([C:28]2[CH:29]=[CH:30][C:31]([Cl:34])=[CH:32][CH:33]=2)([C:26]#[N:27])[CH:9]([CH:10]2[CH2:11][CH2:12][CH2:13][CH2:14][CH2:15]2)[NH:8]1)=[O:16])([CH3:4])([CH3:2])[CH3:3]. The yield is 0.380. (8) The reactants are Br[C:2]1[CH:3]=[C:4]([C:8]2([CH3:18])[N:13]=[C:12]([NH2:14])[CH2:11][N:10]3[N:15]=[CH:16][CH:17]=[C:9]23)[CH:5]=[CH:6][CH:7]=1.C1(P(C2C=CC=CC=2)C2C=CC3C(=CC=CC=3)C=2C2C3C(=CC=CC=3)C=CC=2P(C2C=CC=CC=2)C2C=CC=CC=2)C=CC=CC=1.CC(C)([O-])C.[Na+].[C:71](=[NH:84])([C:78]1[CH:83]=[CH:82][CH:81]=[CH:80][CH:79]=1)[C:72]1[CH:77]=[CH:76][CH:75]=[CH:74][CH:73]=1. The catalyst is O.C1C=CC(/C=C/C(/C=C/C2C=CC=CC=2)=O)=CC=1.C1C=CC(/C=C/C(/C=C/C2C=CC=CC=2)=O)=CC=1.C1C=CC(/C=C/C(/C=C/C2C=CC=CC=2)=O)=CC=1.[Pd].[Pd].C1(C)C=CC=CC=1. The product is [C:71](=[N:84][C:2]1[CH:3]=[C:4]([C:8]2([CH3:18])[N:13]=[C:12]([NH2:14])[CH2:11][N:10]3[N:15]=[CH:16][CH:17]=[C:9]23)[CH:5]=[CH:6][CH:7]=1)([C:78]1[CH:79]=[CH:80][CH:81]=[CH:82][CH:83]=1)[C:72]1[CH:77]=[CH:76][CH:75]=[CH:74][CH:73]=1. The yield is 0.700.